From a dataset of Full USPTO retrosynthesis dataset with 1.9M reactions from patents (1976-2016). Predict the reactants needed to synthesize the given product. (1) Given the product [OH:1][C:2]1[CH:9]=[CH:8][C:5]([CH:6]=[CH2:7])=[CH:4][CH:3]=1.[CH2:10]([O:14][CH2:15][C:16]1[CH:21]=[CH:20][C:19]([CH:22]=[CH2:23])=[CH:18][CH:17]=1)[CH:11]1[O:13][CH2:12]1.[CH2:24]=[CH:25][C:26]1[CH:31]=[CH:30][CH:29]=[CH:28][CH:27]=1, predict the reactants needed to synthesize it. The reactants are: [OH:1][C:2]1[CH:9]=[CH:8][C:5]([CH:6]=[CH2:7])=[CH:4][CH:3]=1.[CH2:10]([O:14][CH2:15][C:16]1[CH:21]=[CH:20][C:19]([CH:22]=[CH2:23])=[CH:18][CH:17]=1)[CH:11]1[O:13][CH2:12]1.[CH2:24]=[CH:25][C:26]1[CH:31]=[CH:30][CH:29]=[CH:28][CH:27]=1.N(C(C)(C)C#N)=NC(C)(C)C#N. (2) Given the product [CH3:19][O:14][CH2:13][C:12]([C:8]1[CH:7]=[C:6]([CH:2]2[O:3][CH2:4][CH2:5][O:1]2)[CH:11]=[CH:10][CH:9]=1)([CH3:16])[CH3:15], predict the reactants needed to synthesize it. The reactants are: [O:1]1[CH2:5][CH2:4][O:3][CH:2]1[C:6]1[CH:7]=[C:8]([C:12]([CH3:16])([CH3:15])[CH2:13][OH:14])[CH:9]=[CH:10][CH:11]=1.[H-].[Na+].[CH3:19]I. (3) Given the product [CH3:12][C:6]1[C:5]([O:4][C:3]2[CH:13]=[CH:14][C:15]([NH2:17])=[CH:16][C:2]=2[F:1])=[CH:10][CH:9]=[C:8]([CH3:11])[N:7]=1, predict the reactants needed to synthesize it. The reactants are: [F:1][C:2]1[CH:16]=[C:15]([N+:17]([O-])=O)[CH:14]=[CH:13][C:3]=1[O:4][C:5]1[C:6]([CH3:12])=[N:7][C:8]([CH3:11])=[CH:9][CH:10]=1. (4) Given the product [Cl:35][C:36]1[CH:37]=[C:38]([S:43](/[N:46]=[C:47]2\[CH:48]=[C:49]([S:7][C:6]3[N:2]([CH3:1])[N:3]=[N:4][N:5]=3)[C:50](=[O:57])[C:51]3[C:56]\2=[CH:55][CH:54]=[CH:53][CH:52]=3)(=[O:45])=[O:44])[CH:39]=[CH:40][C:41]=1[Cl:42].[CH3:1][N:2]1[C:6]([S:7][C:8]2[C:17](=[O:18])[C:16]3[C:11](=[CH:12][CH:13]=[CH:14][CH:15]=3)/[C:10](=[N:19]/[S:20]([C:23]3[CH:28]=[CH:27][C:26]([C:29]4[CH:34]=[CH:33][CH:32]=[CH:31][CH:30]=4)=[CH:25][CH:24]=3)(=[O:21])=[O:22])/[CH:9]=2)=[N:5][N:4]=[N:3]1, predict the reactants needed to synthesize it. The reactants are: [CH3:1][N:2]1[C:6]([S:7][C:8]2[C:17](=[O:18])[C:16]3[C:11](=[CH:12][CH:13]=[CH:14][CH:15]=3)/[C:10](=[N:19]/[S:20]([C:23]3[CH:28]=[CH:27][C:26]([C:29]4[CH:34]=[CH:33][CH:32]=[CH:31][CH:30]=4)=[CH:25][CH:24]=3)(=[O:22])=[O:21])/[CH:9]=2)=[N:5][N:4]=[N:3]1.[Cl:35][C:36]1[CH:37]=[C:38]([S:43](/[N:46]=[C:47]2\[CH:48]=[C:49](Cl)[C:50](=[O:57])[C:51]3[C:56]\2=[CH:55][CH:54]=[CH:53][CH:52]=3)(=[O:45])=[O:44])[CH:39]=[CH:40][C:41]=1[Cl:42].